Dataset: Reaction yield outcomes from USPTO patents with 853,638 reactions. Task: Predict the reaction yield, written as a fraction of the theoretical maximum amount of product (1.0 means a 100% yield; for example, 0.34 means a 34% yield). (1) The reactants are [CH3:1][C:2]([C:5]([NH2:7])=[NH:6])([CH3:4])[CH3:3].Cl.CC[O-].[Na+].C([O:15][CH:16]=[C:17]([C:23](OCC)=O)[C:18]([O:20][CH2:21][CH3:22])=[O:19])C. The catalyst is CCO. The product is [C:2]([C:5]1[N:7]=[C:16]([OH:15])[C:17]([C:18]([O:20][CH2:21][CH3:22])=[O:19])=[CH:23][N:6]=1)([CH3:4])([CH3:3])[CH3:1]. The yield is 0.600. (2) The reactants are [Cl:1][C:2]1[CH:19]=[CH:18][C:17]([Cl:20])=[CH:16][C:3]=1[CH2:4][N:5]1[CH2:10][CH2:9][NH:8][C:7]2[N:11]=[CH:12][C:13](I)=[CH:14][C:6]1=2.[CH3:21][N:22]1[CH2:27][CH2:26][N:25]([C:28]2[CH:33]=[CH:32][C:31](B3OC(C)(C)C(C)(C)O3)=[CH:30][N:29]=2)[CH2:24][CH2:23]1. No catalyst specified. The product is [Cl:1][C:2]1[CH:19]=[CH:18][C:17]([Cl:20])=[CH:16][C:3]=1[CH2:4][N:5]1[CH2:10][CH2:9][NH:8][C:7]2[N:11]=[CH:12][C:13]([C:31]3[CH:30]=[N:29][C:28]([N:25]4[CH2:24][CH2:23][N:22]([CH3:21])[CH2:27][CH2:26]4)=[CH:33][CH:32]=3)=[CH:14][C:6]1=2. The yield is 0.500. (3) The reactants are C([O:3][C:4]([C:6]1[C:7]2[CH2:13][N:12]([C:14](=[O:26])[NH:15][C:16]3[C:21]([CH2:22][CH3:23])=[CH:20][CH:19]=[CH:18][C:17]=3[CH2:24][CH3:25])[CH2:11][C:8]=2[NH:9][N:10]=1)=[O:5])C.[OH-].[Na+].Cl. The catalyst is C1COCC1. The product is [CH2:22]([C:21]1[CH:20]=[CH:19][CH:18]=[C:17]([CH2:24][CH3:25])[C:16]=1[NH:15][C:14]([N:12]1[CH2:13][C:7]2[C:6]([C:4]([OH:5])=[O:3])=[N:10][NH:9][C:8]=2[CH2:11]1)=[O:26])[CH3:23]. The yield is 0.990. (4) The reactants are [Si]([C:5]#[N:6])(C)(C)C.[F:7][C:8]1[CH:13]=[CH:12][C:11]([CH2:14][CH2:15][CH:16]=[O:17])=[CH:10][CH:9]=1.[H-].[H-].[H-].[H-].[Li+].[Al+3].C1COCC1.[OH-].[Na+]. The catalyst is CCOCC.[Zn+2].[I-].[I-].O. The product is [NH2:6][CH2:5][CH:16]([OH:17])[CH2:15][CH2:14][C:11]1[CH:12]=[CH:13][C:8]([F:7])=[CH:9][CH:10]=1. The yield is 0.523. (5) The reactants are Br[CH2:2][C:3]1[NH:8][C:7]([C:9]2[C:14]([F:15])=[CH:13][C:12]([F:16])=[CH:11][N:10]=2)=[N:6][CH:5]([C:17]2[CH:22]=[CH:21][C:20]([F:23])=[CH:19][C:18]=2[Cl:24])[C:4]=1[C:25]([O:27][CH2:28][CH3:29])=[O:26].[NH:30]1[CH2:35][CH2:34][O:33][CH2:32][CH:31]1[C:36]([OH:38])=[O:37]. The yield is 0.650. The product is [Cl:24][C:18]1[CH:19]=[C:20]([F:23])[CH:21]=[CH:22][C:17]=1[CH:5]1[N:6]=[C:7]([C:9]2[C:14]([F:15])=[CH:13][C:12]([F:16])=[CH:11][N:10]=2)[NH:8][C:3]([CH2:2][N:30]2[CH2:35][CH2:34][O:33][CH2:32][CH:31]2[C:36]([OH:38])=[O:37])=[C:4]1[C:25]([O:27][CH2:28][CH3:29])=[O:26]. No catalyst specified. (6) The reactants are [F:1][C:2]1[CH:3]=[CH:4][C:5]([OH:10])=[C:6]([CH:9]=1)[C:7]#[N:8].Cl[C:12]1[CH:17]=[C:16]([CH3:18])[C:15]([N+:19]([O-:21])=[O:20])=[CH:14][N:13]=1.C(=O)([O-])[O-].[K+].[K+].[H][H]. The catalyst is CN(C=O)C.CCOCC.CO.[Pd]. The product is [F:1][C:2]1[CH:3]=[CH:4][C:5]([O:10][C:12]2[CH:17]=[C:16]([CH3:18])[C:15]([N+:19]([O-:21])=[O:20])=[CH:14][N:13]=2)=[C:6]([CH:9]=1)[C:7]#[N:8]. The yield is 0.700. (7) The reactants are Br[C:2]1[C:11]2[C:6](=[C:7]([Cl:13])[CH:8]=[C:9]([OH:12])[CH:10]=2)[N:5]=[C:4]([C:14]2[CH:19]=[CH:18][C:17]([OH:20])=[C:16]([F:21])[CH:15]=2)[CH:3]=1.[CH2:22]([Sn](CCCC)(CCCC)C=C)[CH2:23]CC. No catalyst specified. The product is [Cl:13][C:7]1[CH:8]=[C:9]([OH:12])[CH:10]=[C:11]2[C:6]=1[N:5]=[C:4]([C:14]1[CH:19]=[CH:18][C:17]([OH:20])=[C:16]([F:21])[CH:15]=1)[CH:3]=[C:2]2[CH:22]=[CH2:23]. The yield is 0.840.